Dataset: Forward reaction prediction with 1.9M reactions from USPTO patents (1976-2016). Task: Predict the product of the given reaction. (1) The product is: [NH2:1][C:4]1[CH:12]=[C:11]2[C:7]([CH2:8][CH2:9][N:10]2[C:13]([O:15][C:16]([CH3:19])([CH3:18])[CH3:17])=[O:14])=[CH:6][CH:5]=1. Given the reactants [N+:1]([C:4]1[CH:12]=[C:11]2[C:7]([CH2:8][CH2:9][N:10]2[C:13]([O:15][C:16]([CH3:19])([CH3:18])[CH3:17])=[O:14])=[CH:6][CH:5]=1)([O-])=O, predict the reaction product. (2) Given the reactants [CH2:1]([O:8][CH2:9][C@H:10]([OH:14])[CH2:11][CH:12]=[CH2:13])[C:2]1[CH:7]=[CH:6][CH:5]=[CH:4][CH:3]=1.[CH:15]([Mg]Br)=CC, predict the reaction product. The product is: [CH2:1]([O:8][CH2:9][C@H:10]([OH:14])[CH2:11][CH:12]=[CH:13][CH3:15])[C:2]1[CH:7]=[CH:6][CH:5]=[CH:4][CH:3]=1. (3) Given the reactants [C:1]([O:5][C:6]([N:8]1[CH2:13][CH2:12][CH:11]([C:14]([OH:16])=O)[CH2:10][CH2:9]1)=[O:7])([CH3:4])([CH3:3])[CH3:2].C(N(C(C)C)CC)(C)C.CN(C(ON1N=NC2C=CC=CC1=2)=[N+](C)C)C.[B-](F)(F)(F)F.FC(F)(F)C(O)=O.[CH3:55][O:56][C:57](=[O:72])[C:58]1[CH:63]=[CH:62][C:61]([C:64]2[CH:69]=[CH:68][N:67]=[C:66]([CH2:70][NH2:71])[CH:65]=2)=[CH:60][CH:59]=1, predict the reaction product. The product is: [C:1]([O:5][C:6]([N:8]1[CH2:9][CH2:10][CH:11]([C:14](=[O:16])[NH:71][CH2:70][C:66]2[CH:65]=[C:64]([C:61]3[CH:62]=[CH:63][C:58]([C:57]([O:56][CH3:55])=[O:72])=[CH:59][CH:60]=3)[CH:69]=[CH:68][N:67]=2)[CH2:12][CH2:13]1)=[O:7])([CH3:2])([CH3:3])[CH3:4]. (4) The product is: [CH3:64][S:65]([O:68][CH2:52][C:3]([CH3:54])([O:2][C:1]([O:55][CH2:56][C:57]#[CH:58])=[O:59])[C:4](=[O:51])[C@H:5]([CH2:47][CH:48]([CH3:50])[CH3:49])[NH:6][C:7](=[O:46])[C@H:8]([CH2:39][C:40]1[CH:45]=[CH:44][CH:43]=[CH:42][CH:41]=1)[NH:9][C:10](=[O:38])[C@H:11]([CH2:34][CH:35]([CH3:37])[CH3:36])[NH:12][C:13](=[O:33])[C@H:14]([CH2:25][CH2:26][C:27]1[CH:32]=[CH:31][CH:30]=[CH:29][CH:28]=1)[NH:15][C:16](=[O:24])[CH2:17][N:18]1[CH2:23][CH2:22][O:21][CH2:20][CH2:19]1)(=[O:67])=[O:66]. Given the reactants [C:1](=[O:59])([O:55][CH2:56][C:57]#[CH:58])[O:2][C@:3]([CH3:54])([CH2:52]I)[C:4](=[O:51])[C@H:5]([CH2:47][CH:48]([CH3:50])[CH3:49])[NH:6][C:7](=[O:46])[C@H:8]([CH2:39][C:40]1[CH:45]=[CH:44][CH:43]=[CH:42][CH:41]=1)[NH:9][C:10](=[O:38])[C@H:11]([CH2:34][CH:35]([CH3:37])[CH3:36])[NH:12][C:13](=[O:33])[C@H:14]([CH2:25][CH2:26][C:27]1[CH:32]=[CH:31][CH:30]=[CH:29][CH:28]=1)[NH:15][C:16](=[O:24])[CH2:17][N:18]1[CH2:23][CH2:22][O:21][CH2:20][CH2:19]1.C(O)C#C.[CH3:64][S:65]([O:68]C[C@](O)(C)C(=O)[C@H](CC(C)C)NC(=O)[C@H](CC1C=CC=CC=1)NC(=O)[C@H](CC(C)C)NC(=O)[C@H](CCC1C=CC=CC=1)NC(=O)CN1CCOCC1)(=[O:67])=[O:66], predict the reaction product. (5) Given the reactants Br[C:2]1[C:11]2[N:10]=[CH:9][C:8](=[O:12])[NH:7][C:6]=2[N:5]=[C:4]([S:13][CH2:14][C:15]2[CH:20]=[CH:19][CH:18]=[C:17]([Cl:21])[C:16]=2[F:22])[N:3]=1.[CH2:23]([CH2:25][NH2:26])[OH:24], predict the reaction product. The product is: [Cl:21][C:17]1[C:16]([F:22])=[C:15]([CH2:14][S:13][C:4]2[N:3]=[C:2]([NH:26][CH2:25][CH2:23][OH:24])[C:11]3[N:10]=[CH:9][C:8](=[O:12])[NH:7][C:6]=3[N:5]=2)[CH:20]=[CH:19][CH:18]=1.